From a dataset of Full USPTO retrosynthesis dataset with 1.9M reactions from patents (1976-2016). Predict the reactants needed to synthesize the given product. Given the product [CH2:28]([N:25]1[C:20]2=[N:21][C:22]([CH2:23][CH3:24])=[C:17]([CH2:16][NH:15][C:13](=[O:14])[CH2:12][C:11]([NH:10][CH2:9][C:4]3[CH:3]=[C:2]([C:44]4[CH:43]=[CH:42][CH:41]=[C:40]([CH:38]=[O:39])[CH:45]=4)[C:7]([CH3:8])=[CH:6][CH:5]=3)=[O:37])[C:18]([NH:30][CH:31]3[CH2:36][CH2:35][O:34][CH2:33][CH2:32]3)=[C:19]2[CH:27]=[N:26]1)[CH3:29], predict the reactants needed to synthesize it. The reactants are: Br[C:2]1[CH:3]=[C:4]([CH2:9][NH:10][C:11](=[O:37])[CH2:12][C:13]([NH:15][CH2:16][C:17]2[C:18]([NH:30][CH:31]3[CH2:36][CH2:35][O:34][CH2:33][CH2:32]3)=[C:19]3[CH:27]=[N:26][N:25]([CH2:28][CH3:29])[C:20]3=[N:21][C:22]=2[CH2:23][CH3:24])=[O:14])[CH:5]=[CH:6][C:7]=1[CH3:8].[CH:38]([C:40]1[CH:41]=[C:42](B(O)O)[CH:43]=[CH:44][CH:45]=1)=[O:39].C(=O)([O-])[O-].[Na+].[Na+].O1CCOCC1.